Dataset: Retrosynthesis with 50K atom-mapped reactions and 10 reaction types from USPTO. Task: Predict the reactants needed to synthesize the given product. (1) Given the product Cn1cc(-c2nc(NCCc3cccc(F)c3)c(C(=O)NC[C@H]3CCN3C(=O)OC(C)(C)C)cc2F)cn1, predict the reactants needed to synthesize it. The reactants are: CC(C)(C)OC(=O)N1CC[C@@H]1CN.Cn1cc(-c2nc(NCCc3cccc(F)c3)c(C(=O)O)cc2F)cn1. (2) Given the product CCOC(=O)c1cnn2c1NCC=C2c1cccc(C(F)(F)F)c1, predict the reactants needed to synthesize it. The reactants are: CCOC(=O)c1cnn2c(-c3cccc(C(F)(F)F)c3)ccnc12. (3) Given the product CN(C)C(=O)CCCCCl, predict the reactants needed to synthesize it. The reactants are: CNC.O=C(Cl)CCCCCl. (4) The reactants are: CCC(C)(C)Nc1cccnc1N1CCN(C(=O)c2cc3cc(N)ccc3[nH]2)CC1.CS(=O)(=O)Cl. Given the product CCC(C)(C)Nc1cccnc1N1CCN(C(=O)c2cc3cc(NS(C)(=O)=O)ccc3[nH]2)CC1, predict the reactants needed to synthesize it. (5) Given the product CN(C)CCOc1cccc(N)c1, predict the reactants needed to synthesize it. The reactants are: CN(C)CCOc1cccc([N+](=O)[O-])c1.